The task is: Predict the product of the given reaction.. This data is from Forward reaction prediction with 1.9M reactions from USPTO patents (1976-2016). (1) Given the reactants [NH2:1][CH2:2][C@:3]([OH:21])([CH2:8][C:9]([C:12]1[CH:17]=[C:16]([F:18])[CH:15]=[CH:14][C:13]=1[O:19][CH3:20])([CH3:11])[CH3:10])[C:4]([F:7])([F:6])[F:5].[NH2:22][C:23]1[N:27]([C:28]2[CH:33]=[CH:32][C:31]([Cl:34])=[CH:30][CH:29]=2)[N:26]=[CH:25][C:24]=1[C:35](O)=[O:36], predict the reaction product. The product is: [NH2:22][C:23]1[N:27]([C:28]2[CH:29]=[CH:30][C:31]([Cl:34])=[CH:32][CH:33]=2)[N:26]=[CH:25][C:24]=1[C:35]([NH:1][CH2:2][C@@:3]([OH:21])([C:4]([F:7])([F:6])[F:5])[CH2:8][C:9]([C:12]1[CH:17]=[C:16]([F:18])[CH:15]=[CH:14][C:13]=1[O:19][CH3:20])([CH3:11])[CH3:10])=[O:36]. (2) Given the reactants [F:1][C:2]1[CH:7]=[CH:6][C:5]([C@:8]2([CH2:29][CH2:30][CH2:31][OH:32])[O:13][C:12](=[O:14])[N:11]([C@H:15]([C:17]3[CH:22]=[CH:21][C:20]([C:23]4[CH:24]=[N:25][CH:26]=[CH:27][CH:28]=4)=[CH:19][CH:18]=3)[CH3:16])[CH2:10][CH2:9]2)=[CH:4][CH:3]=1.[NH3:33], predict the reaction product. The product is: [F:1][C:2]1[CH:7]=[CH:6][C:5]([C@:8]2([CH2:29][CH2:30][C:31]([NH2:33])=[O:32])[O:13][C:12](=[O:14])[N:11]([C@H:15]([C:17]3[CH:22]=[CH:21][C:20]([C:23]4[CH:24]=[N:25][CH:26]=[CH:27][CH:28]=4)=[CH:19][CH:18]=3)[CH3:16])[CH2:10][CH2:9]2)=[CH:4][CH:3]=1.